From a dataset of Retrosynthesis with 50K atom-mapped reactions and 10 reaction types from USPTO. Predict the reactants needed to synthesize the given product. (1) Given the product Nc1ccc(Cl)c(OCC2CC2)c1, predict the reactants needed to synthesize it. The reactants are: O=[N+]([O-])c1ccc(Cl)c(OCC2CC2)c1. (2) The reactants are: CCOC(=O)[C@@H]1CCCCN1.Clc1nc2ccccc2s1. Given the product CCOC(=O)[C@@H]1CCCCN1c1nc2ccccc2s1, predict the reactants needed to synthesize it. (3) Given the product CC#Cc1cc(N(C)C)nc(Nc2ccccc2)n1, predict the reactants needed to synthesize it. The reactants are: CC#Cc1cc(Cl)nc(Nc2ccccc2)n1.CNC. (4) Given the product CN(CCCNC(=O)Nc1cccc(Cl)c1)C[C@H]1O[C@@H](n2cnc3c(N)ncnc32)[C@@H]2OC(C)(C)O[C@H]12, predict the reactants needed to synthesize it. The reactants are: CN(CCCN)C[C@H]1O[C@@H](n2cnc3c(N)ncnc32)[C@@H]2OC(C)(C)O[C@H]12.O=C=Nc1cccc(Cl)c1. (5) Given the product COC(=O)COc1ccccc1-c1c(C2CCCCC2)c2ccc(C(=O)OC(C)(C)C)cc2n1C, predict the reactants needed to synthesize it. The reactants are: COC(=O)CBr.Cn1c(-c2ccccc2O)c(C2CCCCC2)c2ccc(C(=O)OC(C)(C)C)cc21. (6) Given the product COc1ccc(NS(=O)(=O)c2sc3ccc(Cl)cc3c2C)cc1N1CCN(C(=O)OC(C)(C)C)CC1, predict the reactants needed to synthesize it. The reactants are: COc1ccc(N)cc1N1CCN(C(=O)OC(C)(C)C)CC1.Cc1c(S(=O)(=O)Cl)sc2ccc(Cl)cc12. (7) The reactants are: C[Si](C)(C)CCOCCl.Cc1ccc(NC(=O)c2cccc(C(C)(C)C#N)c2)cc1Br. Given the product Cc1ccc(N(COCC[Si](C)(C)C)C(=O)c2cccc(C(C)(C)C#N)c2)cc1Br, predict the reactants needed to synthesize it.